From a dataset of NCI-60 drug combinations with 297,098 pairs across 59 cell lines. Regression. Given two drug SMILES strings and cell line genomic features, predict the synergy score measuring deviation from expected non-interaction effect. (1) Drug 1: C1=CC=C(C=C1)NC(=O)CCCCCCC(=O)NO. Drug 2: C(CCl)NC(=O)N(CCCl)N=O. Cell line: ACHN. Synergy scores: CSS=16.4, Synergy_ZIP=-3.76, Synergy_Bliss=1.22, Synergy_Loewe=-9.74, Synergy_HSA=0.669. (2) Drug 1: CN1CCC(CC1)COC2=C(C=C3C(=C2)N=CN=C3NC4=C(C=C(C=C4)Br)F)OC. Drug 2: C(=O)(N)NO. Cell line: SF-268. Synergy scores: CSS=6.05, Synergy_ZIP=2.90, Synergy_Bliss=5.80, Synergy_Loewe=2.35, Synergy_HSA=2.49. (3) Synergy scores: CSS=43.6, Synergy_ZIP=-2.89, Synergy_Bliss=-5.33, Synergy_Loewe=-11.7, Synergy_HSA=-5.71. Cell line: U251. Drug 2: CC(C)NC(=O)C1=CC=C(C=C1)CNNC.Cl. Drug 1: C1CN(CCN1C(=O)CCBr)C(=O)CCBr. (4) Cell line: OVCAR-4. Drug 1: C1CCC(CC1)NC(=O)N(CCCl)N=O. Drug 2: C(CN)CNCCSP(=O)(O)O. Synergy scores: CSS=6.13, Synergy_ZIP=-1.13, Synergy_Bliss=0.862, Synergy_Loewe=-3.04, Synergy_HSA=0.782.